Task: Predict the reactants needed to synthesize the given product.. Dataset: Full USPTO retrosynthesis dataset with 1.9M reactions from patents (1976-2016) (1) Given the product [Br:31][CH2:30][C@H:28]([C:27]1[CH:26]=[CH:25][C:24]([F:32])=[CH:23][CH:22]=1)[OH:29], predict the reactants needed to synthesize it. The reactants are: CB1N2CCC[C@H]2C(C2C=CC=CC=2)(C2C=CC=CC=2)O1.[CH:22]1[C:27]([C:28]([CH2:30][Br:31])=[O:29])=[CH:26][CH:25]=[C:24]([F:32])[CH:23]=1.Cl. (2) Given the product [CH:28]1([C@:23]2([C:26]#[N:27])[CH2:24][CH2:25][N:21]([C:19]3[CH:18]=[CH:17][N:16]=[C:15]([NH:13][C:10]4[CH:9]=[CH:8][C:7]([CH:4]5[CH2:5][CH2:6][O:1][CH2:2][CH2:3]5)=[CH:12][N:11]=4)[CH:20]=3)[C:22]2=[O:31])[CH2:30][CH2:29]1, predict the reactants needed to synthesize it. The reactants are: [O:1]1[CH2:6][CH2:5][CH:4]([C:7]2[CH:8]=[CH:9][C:10]([NH2:13])=[N:11][CH:12]=2)[CH2:3][CH2:2]1.Br[C:15]1[CH:20]=[C:19]([N:21]2[CH2:25][CH2:24][C@:23]([CH:28]3[CH2:30][CH2:29]3)([C:26]#[N:27])[C:22]2=[O:31])[CH:18]=[CH:17][N:16]=1.C(=O)([O-])[O-].[K+].[K+].C1(P(C2CCCCC2)C2C(OC)=CC=C(OC)C=2C2C(C(C)C)=CC(C(C)C)=CC=2C(C)C)CCCCC1. (3) Given the product [C:1]([O:5][C:6]([N:8]1[CH2:13][CH2:12][N:11]([C:14]2[C:23]3[C:18](=[CH:19][C:20]([Cl:24])=[CH:21][CH:22]=3)[N:17]=[C:16]([NH:32][CH2:31][CH:28]3[CH2:30][CH2:29]3)[CH:15]=2)[CH2:10][CH2:9]1)=[O:7])([CH3:4])([CH3:3])[CH3:2], predict the reactants needed to synthesize it. The reactants are: [C:1]([O:5][C:6]([N:8]1[CH2:13][CH2:12][N:11]([C:14]2[C:23]3[C:18](=[CH:19][C:20]([Cl:24])=[CH:21][CH:22]=3)[NH:17][C:16](=O)[CH:15]=2)[CH2:10][CH2:9]1)=[O:7])([CH3:4])([CH3:3])[CH3:2].[H-].[Na+].[CH:28]1([CH2:31][NH2:32])[CH2:30][CH2:29]1. (4) The reactants are: [F:1][CH:2]([F:12])[C:3]1[C:7]([C:8](Cl)=[O:9])=[CH:6][N:5]([CH3:11])[N:4]=1.[Cl:13][C:14]1[CH:19]=[C:18]([Cl:20])[CH:17]=[CH:16][C:15]=1[CH:21]([NH:25][O:26][CH3:27])[CH:22]([NH2:24])[CH3:23].C(N(CC)CC)C. Given the product [Cl:13][C:14]1[CH:19]=[C:18]([Cl:20])[CH:17]=[CH:16][C:15]=1[CH:21]([NH:25][O:26][CH3:27])[CH:22]([NH:24][C:8]([C:7]1[C:3]([CH:2]([F:12])[F:1])=[N:4][N:5]([CH3:11])[CH:6]=1)=[O:9])[CH3:23], predict the reactants needed to synthesize it. (5) Given the product [ClH:43].[NH2:8][C@@H:9]([CH:40]([CH3:42])[CH3:41])[C:10]([O:12][C:13]1[CH:18]=[CH:17][C:16]([C@@H:19]2[CH2:24][CH2:23][N:22]([C@@H:25]3[CH2:29][CH2:28][N:27]([CH2:30][C:31]4[CH:32]=[CH:33][C:34]([CH3:37])=[CH:35][CH:36]=4)[C:26]3=[O:38])[CH2:21][C@H:20]2[F:39])=[CH:15][CH:14]=1)=[O:11], predict the reactants needed to synthesize it. The reactants are: C(OC([NH:8][C@@H:9]([CH:40]([CH3:42])[CH3:41])[C:10]([O:12][C:13]1[CH:18]=[CH:17][C:16]([C@@H:19]2[CH2:24][CH2:23][N:22]([C@@H:25]3[CH2:29][CH2:28][N:27]([CH2:30][C:31]4[CH:36]=[CH:35][C:34]([CH3:37])=[CH:33][CH:32]=4)[C:26]3=[O:38])[CH2:21][C@H:20]2[F:39])=[CH:15][CH:14]=1)=[O:11])=O)(C)(C)C.[ClH:43].C(OCC)C. (6) Given the product [Cl:18][C:19]1[CH:26]=[CH:25][CH:24]=[CH:23][C:20]=1[CH:21]([C:7]1[C:2]([F:1])=[N:3][C:4]([F:9])=[CH:5][C:6]=1[F:8])[OH:22], predict the reactants needed to synthesize it. The reactants are: [F:1][C:2]1[CH:7]=[C:6]([F:8])[CH:5]=[C:4]([F:9])[N:3]=1.C(NC(C)C)(C)C.[Li].[Cl:18][C:19]1[CH:26]=[CH:25][CH:24]=[CH:23][C:20]=1[CH:21]=[O:22]. (7) Given the product [C:18]([C:20]1[N:24]([CH3:25])[C:23]([C:2]2[C:7]([F:8])=[CH:6][C:5]([S:9]([NH:12][CH2:13][CH:14]3[CH2:16][CH2:15]3)(=[O:11])=[O:10])=[C:4]([F:17])[CH:3]=2)=[CH:22][CH:21]=1)#[N:19], predict the reactants needed to synthesize it. The reactants are: Br[C:2]1[C:7]([F:8])=[CH:6][C:5]([S:9]([NH:12][CH2:13][CH:14]2[CH2:16][CH2:15]2)(=[O:11])=[O:10])=[C:4]([F:17])[CH:3]=1.[C:18]([C:20]1[N:24]([CH3:25])[C:23](B(O)O)=[CH:22][CH:21]=1)#[N:19].[F-].[K+].C(P(C(C)(C)C)C(C)(C)C)(C)(C)C. (8) Given the product [CH3:1][O:5][C:6]([CH2:8][O:9][CH2:10][CH2:11][CH2:12][C:13]1[CH:38]=[CH:37][C:16]([C:17]([CH3:36])([CH2:34][NH2:35])[N:18]2[C:26](=[O:27])[NH:25][C:24]3[C:19]2=[N:20][C:21]([O:29][CH2:30][CH2:31][O:32][CH3:33])=[N:22][C:23]=3[NH2:28])=[CH:15][CH:14]=1)=[O:7], predict the reactants needed to synthesize it. The reactants are: [C:1]([O:5][C:6]([CH2:8][O:9][CH2:10][CH2:11][CH2:12][C:13]1[CH:38]=[CH:37][C:16]([C:17]([CH3:36])([CH2:34][NH2:35])[N:18]2[C:26](=[O:27])[NH:25][C:24]3[C:19]2=[N:20][C:21]([O:29][CH2:30][CH2:31][O:32][CH3:33])=[N:22][C:23]=3[NH2:28])=[CH:15][CH:14]=1)=[O:7])(C)(C)C.Cl.O1CCOCC1.C(Cl)(Cl)Cl.